This data is from Forward reaction prediction with 1.9M reactions from USPTO patents (1976-2016). The task is: Predict the product of the given reaction. (1) Given the reactants [CH3:1][C:2]1[NH:3][C:4]2[C:9]([CH:10]=1)=[CH:8][CH:7]=[CH:6][CH:5]=2.[Cl:11][C:12]1[C:13](=[O:20])[CH:14]=[C:15]([Cl:19])[C:16](=[O:18])[CH:17]=1.Cl.C(C1C(=O)C(Cl)=C(Cl)C(=O)C=1C#N)#N, predict the reaction product. The product is: [Cl:11][C:12]1[C:13](=[O:20])[CH:14]=[C:15]([Cl:19])[C:16](=[O:18])[C:17]=1[C:10]1[C:9]2[C:4](=[CH:5][CH:6]=[CH:7][CH:8]=2)[NH:3][C:2]=1[CH3:1]. (2) Given the reactants [F:1][C:2]1[CH:3]=[C:4](Br)[CH:5]=[CH:6][CH:7]=1.C([Li])CCC.[CH2:14]([CH:17]([CH2:22][CH3:23])[CH2:18][C:19](=O)[CH3:20])[CH2:15][CH3:16].Cl.C(OCC)(=[O:27])C, predict the reaction product. The product is: [CH2:14]([CH:17]1[CH2:22][CH2:23][C:20]([C:4]2[CH:5]=[CH:6][CH:7]=[C:2]([F:1])[CH:3]=2)([OH:27])[CH2:19][CH2:18]1)[CH2:15][CH3:16]. (3) Given the reactants [NH2:1][C:2]1[CH:7]=[CH:6][CH:5]=[CH:4][CH:3]=1.[N+:8]([CH:11]([CH3:13])[CH3:12])([O-:10])=[O:9].[CH2:14]=O, predict the reaction product. The product is: [NH:1]([CH2:12][C:11]([CH3:14])([N+:8]([O-:10])=[O:9])[CH3:13])[C:2]1[CH:7]=[CH:6][CH:5]=[CH:4][CH:3]=1.